Dataset: Catalyst prediction with 721,799 reactions and 888 catalyst types from USPTO. Task: Predict which catalyst facilitates the given reaction. (1) The catalyst class is: 1. Product: [CH3:20][O:12][CH2:11][C@H:10]([N:6]1[CH2:7][CH2:8][NH:9][C@H:4]([CH3:3])[CH2:5]1)[C:13]1[CH:18]=[CH:17][CH:16]=[CH:15][CH:14]=1. Reactant: [H-].[Na+].[CH3:3][C@H:4]1[NH:9][CH2:8][CH2:7][N:6]([C@H:10]([C:13]2[CH:18]=[CH:17][CH:16]=[CH:15][CH:14]=2)[CH2:11][OH:12])[CH2:5]1.I[CH3:20].N. (2) Product: [CH3:12][N:13]([CH3:14])[C:2]1[CH:3]=[C:4]2[C:8](=[CH:9][CH:10]=1)[C:7](=[O:11])[NH:6][CH2:5]2. The catalyst class is: 8. Reactant: F[C:2]1[CH:3]=[C:4]2[C:8](=[CH:9][CH:10]=1)[C:7](=[O:11])[NH:6][CH2:5]2.[CH3:12][NH:13][CH3:14]. (3) Product: [C:12]([O:16][C:17]([N:19]1[CH2:20][CH2:21][N:22]([C:25]2[CH:26]=[CH:27][C:28]([C:31](=[O:32])[NH:8][C:7]3[CH:9]=[CH:10][CH:11]=[C:5]([C:1]([CH3:4])([CH3:2])[CH3:3])[CH:6]=3)=[CH:29][CH:30]=2)[CH2:23][CH2:24]1)=[O:18])([CH3:15])([CH3:13])[CH3:14]. The catalyst class is: 79. Reactant: [C:1]([C:5]1[CH:6]=[C:7]([CH:9]=[CH:10][CH:11]=1)[NH2:8])([CH3:4])([CH3:3])[CH3:2].[C:12]([O:16][C:17]([N:19]1[CH2:24][CH2:23][N:22]([C:25]2[CH:30]=[CH:29][C:28]([C:31](O)=[O:32])=[CH:27][CH:26]=2)[CH2:21][CH2:20]1)=[O:18])([CH3:15])([CH3:14])[CH3:13].CCN=C=NCCCN(C)C.Cl. (4) The catalyst class is: 623. Product: [NH2:27][C:8]1[N:7]=[C:6]([O:5][CH2:1][CH2:2][CH2:3][CH3:4])[N:14]=[C:13]2[C:9]=1[NH:10][C:11](=[O:25])[N:12]2[CH2:15][CH2:16][CH2:17][CH2:18][CH:19]1[CH2:20][CH2:21][N:22]([CH2:29][CH2:30][OH:31])[CH2:23][CH2:24]1. Reactant: [CH2:1]([O:5][C:6]1[N:14]=[C:13]2[C:9]([N:10]=[C:11]([O:25]C)[N:12]2[CH2:15][CH2:16][CH2:17][CH2:18][CH:19]2[CH2:24][CH2:23][NH:22][CH2:21][CH2:20]2)=[C:8]([NH2:27])[N:7]=1)[CH2:2][CH2:3][CH3:4].Br[CH2:29][CH2:30][OH:31].CCN(C(C)C)C(C)C. (5) The catalyst class is: 732. Product: [C:1]([C:3]1[CH:4]=[CH:5][C:6]([CH:9]2[N:14]3[N:15]=[C:16]([NH:18][C:19](=[O:24])[C:20]([F:22])([F:21])[F:23])[N:17]=[C:13]3[N:12]([C:37]3[CH:36]=[CH:35][CH:34]=[C:33]([C:32]([F:43])([F:42])[F:31])[CH:38]=3)[C:11]([CH3:25])=[C:10]2[C:26]([O:28][CH2:29][CH3:30])=[O:27])=[CH:7][CH:8]=1)#[N:2]. Reactant: [C:1]([C:3]1[CH:8]=[CH:7][C:6]([CH:9]2[N:14]3[N:15]=[C:16]([NH:18][C:19](=[O:24])[C:20]([F:23])([F:22])[F:21])[N:17]=[C:13]3[NH:12][C:11]([CH3:25])=[C:10]2[C:26]([O:28][CH2:29][CH3:30])=[O:27])=[CH:5][CH:4]=1)#[N:2].[F:31][C:32]([F:43])([F:42])[C:33]1[CH:34]=[C:35](B(O)O)[CH:36]=[CH:37][CH:38]=1.N1C=CC=CC=1.C(N(CC)CC)C. (6) Reactant: C([O:3][C:4]([CH2:6][CH2:7][NH:8][C:9](=[O:27])[C:10]1[CH:15]=[CH:14][C:13](/[CH:16]=[CH:17]/[C:18]2[C:26]3[C:21](=[CH:22][CH:23]=[CH:24][CH:25]=3)[NH:20][N:19]=2)=[CH:12][CH:11]=1)=[O:5])C.[OH-].[Na+]. Product: [C:4]([CH2:6][CH2:7][NH:8][C:9](=[O:27])[C:10]1[CH:15]=[CH:14][C:13](/[CH:16]=[CH:17]/[C:18]2[C:26]3[C:21](=[CH:22][CH:23]=[CH:24][CH:25]=3)[NH:20][N:19]=2)=[CH:12][CH:11]=1)([OH:5])=[O:3]. The catalyst class is: 1.